Dataset: CYP2C19 inhibition data for predicting drug metabolism from PubChem BioAssay. Task: Regression/Classification. Given a drug SMILES string, predict its absorption, distribution, metabolism, or excretion properties. Task type varies by dataset: regression for continuous measurements (e.g., permeability, clearance, half-life) or binary classification for categorical outcomes (e.g., BBB penetration, CYP inhibition). Dataset: cyp2c19_veith. The drug is O=C(CCNS(=O)(=O)c1cccs1)N1CCc2ccccc2C1. The result is 1 (inhibitor).